This data is from NCI-60 drug combinations with 297,098 pairs across 59 cell lines. The task is: Regression. Given two drug SMILES strings and cell line genomic features, predict the synergy score measuring deviation from expected non-interaction effect. (1) Drug 1: C1=C(C(=O)NC(=O)N1)F. Drug 2: CCC1(C2=C(COC1=O)C(=O)N3CC4=CC5=C(C=CC(=C5CN(C)C)O)N=C4C3=C2)O.Cl. Cell line: OVCAR-8. Synergy scores: CSS=44.4, Synergy_ZIP=-8.94, Synergy_Bliss=-7.52, Synergy_Loewe=-3.58, Synergy_HSA=-1.21. (2) Drug 1: C1C(C(OC1N2C=NC3=C(N=C(N=C32)Cl)N)CO)O. Drug 2: C1CN1C2=NC(=NC(=N2)N3CC3)N4CC4. Cell line: NCIH23. Synergy scores: CSS=51.2, Synergy_ZIP=0.986, Synergy_Bliss=2.83, Synergy_Loewe=-0.973, Synergy_HSA=4.48. (3) Drug 1: CC(C)CN1C=NC2=C1C3=CC=CC=C3N=C2N. Drug 2: CCC1(C2=C(COC1=O)C(=O)N3CC4=CC5=C(C=CC(=C5CN(C)C)O)N=C4C3=C2)O.Cl. Cell line: HCC-2998. Synergy scores: CSS=10.1, Synergy_ZIP=-0.709, Synergy_Bliss=-5.10, Synergy_Loewe=-15.6, Synergy_HSA=-7.85. (4) Drug 1: C1CN1P(=S)(N2CC2)N3CC3. Drug 2: C1=CC=C(C=C1)NC(=O)CCCCCCC(=O)NO. Cell line: SF-268. Synergy scores: CSS=26.4, Synergy_ZIP=-4.12, Synergy_Bliss=7.83, Synergy_Loewe=-2.91, Synergy_HSA=-0.546. (5) Drug 1: C1=CC(=CC=C1CCC2=CNC3=C2C(=O)NC(=N3)N)C(=O)NC(CCC(=O)O)C(=O)O. Drug 2: C1=NC2=C(N=C(N=C2N1C3C(C(C(O3)CO)O)F)Cl)N. Cell line: HOP-62. Synergy scores: CSS=38.6, Synergy_ZIP=-3.17, Synergy_Bliss=-1.58, Synergy_Loewe=-20.7, Synergy_HSA=0.0567. (6) Drug 1: CN(CC1=CN=C2C(=N1)C(=NC(=N2)N)N)C3=CC=C(C=C3)C(=O)NC(CCC(=O)O)C(=O)O. Drug 2: CC1=C(C(CCC1)(C)C)C=CC(=CC=CC(=CC(=O)O)C)C. Cell line: SW-620. Synergy scores: CSS=27.1, Synergy_ZIP=1.41, Synergy_Bliss=-0.488, Synergy_Loewe=-33.4, Synergy_HSA=-3.92. (7) Drug 1: COC1=C(C=C2C(=C1)N=CN=C2NC3=CC(=C(C=C3)F)Cl)OCCCN4CCOCC4. Drug 2: CS(=O)(=O)OCCCCOS(=O)(=O)C. Cell line: SR. Synergy scores: CSS=58.6, Synergy_ZIP=4.24, Synergy_Bliss=5.73, Synergy_Loewe=0.177, Synergy_HSA=6.03. (8) Drug 1: C1=NC2=C(N=C(N=C2N1C3C(C(C(O3)CO)O)F)Cl)N. Drug 2: CCC1=C2CN3C(=CC4=C(C3=O)COC(=O)C4(CC)O)C2=NC5=C1C=C(C=C5)O. Cell line: MCF7. Synergy scores: CSS=18.5, Synergy_ZIP=-3.07, Synergy_Bliss=0.0802, Synergy_Loewe=-31.2, Synergy_HSA=0.375. (9) Drug 1: CC1=C(N=C(N=C1N)C(CC(=O)N)NCC(C(=O)N)N)C(=O)NC(C(C2=CN=CN2)OC3C(C(C(C(O3)CO)O)O)OC4C(C(C(C(O4)CO)O)OC(=O)N)O)C(=O)NC(C)C(C(C)C(=O)NC(C(C)O)C(=O)NCCC5=NC(=CS5)C6=NC(=CS6)C(=O)NCCC[S+](C)C)O. Drug 2: CCN(CC)CCCC(C)NC1=C2C=C(C=CC2=NC3=C1C=CC(=C3)Cl)OC. Cell line: NCI/ADR-RES. Synergy scores: CSS=47.7, Synergy_ZIP=-6.76, Synergy_Bliss=-6.63, Synergy_Loewe=-8.26, Synergy_HSA=-0.685.